From a dataset of Catalyst prediction with 721,799 reactions and 888 catalyst types from USPTO. Predict which catalyst facilitates the given reaction. (1) The catalyst class is: 10. Product: [Br:21][C:22]1[CH:29]=[CH:28][C:25]([CH2:26][NH:27][C:2]2[CH:3]=[C:4]([O:5][CH2:6][C:7]3[CH:12]=[CH:11][C:10]([CH3:13])=[CH:9][N:8]=3)[CH:14]=[CH:15][C:16]=2[N+:17]([O-:19])=[O:18])=[C:24]([F:30])[CH:23]=1. Reactant: F[C:2]1[CH:3]=[C:4]([CH:14]=[CH:15][C:16]=1[N+:17]([O-:19])=[O:18])[O:5][CH2:6][C:7]1[CH:12]=[CH:11][C:10]([CH3:13])=[CH:9][N:8]=1.Cl.[Br:21][C:22]1[CH:29]=[CH:28][C:25]([CH2:26][NH2:27])=[C:24]([F:30])[CH:23]=1.CCN(C(C)C)C(C)C. (2) Reactant: [CH2:1]([N:8]1[C:13](=[O:14])[C:12](Cl)=[C:11]([C:16]2[CH:21]=[CH:20][C:19]([S:22]([CH3:25])(=[O:24])=[O:23])=[CH:18][CH:17]=2)[CH:10]=[N:9]1)[C:2]1[CH:7]=[CH:6][CH:5]=[CH:4][CH:3]=1.[CH3:26][C:27]1[CH:28]=[C:29](B(O)O)[CH:30]=[CH:31][C:32]=1[CH3:33].[F-].[Cs+]. Product: [CH2:1]([N:8]1[C:13](=[O:14])[C:12]([C:29]2[CH:30]=[CH:31][C:32]([CH3:33])=[C:27]([CH3:26])[CH:28]=2)=[C:11]([C:16]2[CH:21]=[CH:20][C:19]([S:22]([CH3:25])(=[O:24])=[O:23])=[CH:18][CH:17]=2)[CH:10]=[N:9]1)[C:2]1[CH:7]=[CH:6][CH:5]=[CH:4][CH:3]=1. The catalyst class is: 108. (3) Reactant: [CH3:1][CH2:2][N:3]([CH:7]([CH3:9])C)[CH:4]([CH3:6])C.FC(F)(F)C(O)=[O:13].FC(F)(F)C(O)=O.FC(F)(F)C(O)=O.[CH2:31]1[C:34]2([CH2:37][NH:36][CH2:35]2)[CH2:33][N:32]1CCN1CCOCC1.C1([O:52][C:53](=O)[NH:54][C@:55]2([C:67]3[C:68]([O:73][CH2:74][CH3:75])=[N:69][CH:70]=[CH:71][CH:72]=3)[C:63]3[C:58](=[CH:59][CH:60]=[C:61]([C:64]#[N:65])[CH:62]=3)[NH:57][C:56]2=[O:66])C=CC=CC=1.C([O-])([O-])=O.[K+].[K+]. Product: [C:64]([C:61]1[CH:62]=[C:63]2[C:58](=[CH:59][CH:60]=1)[NH:57][C:56](=[O:66])[C@@:55]2([NH:54][C:53]([N:32]1[CH2:33][C:34]2([CH2:37][N:36]([CH2:9][CH2:7][N:3]3[CH2:2][CH2:1][O:13][CH2:6][CH2:4]3)[CH2:35]2)[CH2:31]1)=[O:52])[C:67]1[C:68]([O:73][CH2:74][CH3:75])=[N:69][CH:70]=[CH:71][CH:72]=1)#[N:65]. The catalyst class is: 2. (4) Reactant: [CH:1]1([C:4]2[CH:9]=[CH:8][C:7]([C:10]3[CH:14]=[C:13]([CH:15]([N:35]4[CH:40]=[C:39]5[N:41]=[C:42]([C:44]6[CH:49]=[CH:48][CH:47]=[C:46]([F:50])[C:45]=6[F:51])[N:43]=[C:38]5[CH:37]=[N:36]4)[C:16]([O:18][CH2:19][CH2:20][CH2:21][O:22][P:23]([O:30]C(C)(C)C)([O:25]C(C)(C)C)=[O:24])=[O:17])[O:12][N:11]=3)=[C:6]([C:52]([F:55])([F:54])[F:53])[CH:5]=2)[CH2:3][CH2:2]1.C(O)(C(F)(F)F)=O. Product: [CH:1]1([C:4]2[CH:9]=[CH:8][C:7]([C:10]3[CH:14]=[C:13]([CH:15]([N:35]4[CH:40]=[C:39]5[N:41]=[C:42]([C:44]6[CH:49]=[CH:48][CH:47]=[C:46]([F:50])[C:45]=6[F:51])[N:43]=[C:38]5[CH:37]=[N:36]4)[C:16]([O:18][CH2:19][CH2:20][CH2:21][O:22][P:23]([OH:30])([OH:25])=[O:24])=[O:17])[O:12][N:11]=3)=[C:6]([C:52]([F:53])([F:55])[F:54])[CH:5]=2)[CH2:3][CH2:2]1. The catalyst class is: 4. (5) Reactant: [Cl-].[CH3:2][N+:3]([CH2:23][C:24]1[CH:29]=[CH:28][CH:27]=[CH:26][CH:25]=1)([CH3:22])[CH2:4][CH2:5][CH2:6][CH2:7][CH2:8][CH2:9][CH2:10][CH2:11][CH2:12][CH2:13][CH2:14][CH2:15][CH2:16][CH2:17][CH2:18][CH2:19][CH2:20][CH3:21].[C:30]1([B-:36]([C:49]2[CH:54]=[CH:53][CH:52]=[CH:51][CH:50]=2)([C:43]2[CH:48]=[CH:47][CH:46]=[CH:45][CH:44]=2)[C:37]2[CH:42]=[CH:41][CH:40]=[CH:39][CH:38]=2)[CH:35]=[CH:34][CH:33]=[CH:32][CH:31]=1.[Na+]. Product: [C:49]1([B-:36]([C:30]2[CH:31]=[CH:32][CH:33]=[CH:34][CH:35]=2)([C:37]2[CH:38]=[CH:39][CH:40]=[CH:41][CH:42]=2)[C:43]2[CH:48]=[CH:47][CH:46]=[CH:45][CH:44]=2)[CH:50]=[CH:51][CH:52]=[CH:53][CH:54]=1.[CH3:2][N+:3]([CH2:23][C:24]1[CH:25]=[CH:26][CH:27]=[CH:28][CH:29]=1)([CH3:22])[CH2:4][CH2:5][CH2:6][CH2:7][CH2:8][CH2:9][CH2:10][CH2:11][CH2:12][CH2:13][CH2:14][CH2:15][CH2:16][CH2:17][CH2:18][CH2:19][CH2:20][CH3:21]. The catalyst class is: 6. (6) Reactant: OC[N:3]1[C:7]2[N:8]=[CH:9][N:10]=[C:11]([N:12]3[CH2:17][CH2:16][O:15][CH2:14][CH2:13]3)[C:6]=2[C:5]([C:18]2[CH:19]=[C:20]([CH:23]=[CH:24][CH:25]=2)[C:21]#[N:22])=[C:4]1[CH3:26].C(=O)([O-])[O-].[K+].[K+]. Product: [CH3:26][C:4]1[NH:3][C:7]2[N:8]=[CH:9][N:10]=[C:11]([N:12]3[CH2:13][CH2:14][O:15][CH2:16][CH2:17]3)[C:6]=2[C:5]=1[C:18]1[CH:19]=[C:20]([CH:23]=[CH:24][CH:25]=1)[C:21]#[N:22]. The catalyst class is: 10. (7) The catalyst class is: 8. Product: [C:15]1([C:22]2[CH:23]=[CH:24][CH:25]=[CH:26][CH:27]=2)[CH:20]=[CH:19][CH:18]=[CH:17][C:16]=1[NH:21][C:3]1[NH:4][C:5](=[O:14])[C:6]([C:9]([O:11][CH2:12][CH3:13])=[O:10])=[CH:7][N:8]=1. Reactant: CS[C:3]1[NH:4][C:5](=[O:14])[C:6]([C:9]([O:11][CH2:12][CH3:13])=[O:10])=[CH:7][N:8]=1.[C:15]1([C:22]2[CH:27]=[CH:26][CH:25]=[CH:24][CH:23]=2)[C:16]([NH2:21])=[CH:17][CH:18]=[CH:19][CH:20]=1.